From a dataset of Catalyst prediction with 721,799 reactions and 888 catalyst types from USPTO. Predict which catalyst facilitates the given reaction. (1) Reactant: Cl[C:2]([O:4][CH3:5])=[O:3].[F:6][C:7]1[CH:13]=[CH:12][C:10]([NH2:11])=[CH:9][C:8]=1[N+:14]([O-:16])=[O:15].CCN(C(C)C)C(C)C. Product: [F:6][C:7]1[CH:13]=[CH:12][C:10]([NH:11][C:2](=[O:3])[O:4][CH3:5])=[CH:9][C:8]=1[N+:14]([O-:16])=[O:15]. The catalyst class is: 4. (2) Reactant: [I:1][C:2]1[N:6]2[CH:7]=[CH:8][CH:9]=[CH:10][C:5]2=[N:4][C:3]=1[CH2:11][C@@H:12]1[CH2:17][CH2:16][CH2:15][CH2:14][N:13]1C(OC(C)(C)C)=O.C(O)(C(F)(F)F)=O. Product: [I:1][C:2]1[N:6]2[CH:7]=[CH:8][CH:9]=[CH:10][C:5]2=[N:4][C:3]=1[CH2:11][C@@H:12]1[CH2:17][CH2:16][CH2:15][CH2:14][NH:13]1. The catalyst class is: 2.